Dataset: Reaction yield outcomes from USPTO patents with 853,638 reactions. Task: Predict the reaction yield, written as a fraction of the theoretical maximum amount of product (1.0 means a 100% yield; for example, 0.34 means a 34% yield). (1) The reactants are [C:1]([O:5][C@@H:6]([C:12]1[C:13]([CH3:45])=[N:14][C:15]2[N:16]([N:30]=[C:31]([C:33](=[O:44])[NH:34][CH2:35][C:36]3[CH:41]=[CH:40][C:39]([F:42])=[C:38]([CH3:43])[CH:37]=3)[CH:32]=2)[C:17]=1[C:18]1[C:19]([CH3:29])=[C:20]2[C:25](=[C:26]([F:28])[CH:27]=1)[O:24][CH2:23][CH2:22][CH2:21]2)[C:7]([O:9][CH2:10][CH3:11])=[O:8])([CH3:4])([CH3:3])[CH3:2].C1C(=O)N([Cl:53])C(=O)C1. The catalyst is C(O)(=O)C.C(Cl)Cl. The product is [C:1]([O:5][C@@H:6]([C:12]1[C:13]([CH3:45])=[N:14][C:15]2[N:16]([N:30]=[C:31]([C:33](=[O:44])[NH:34][CH2:35][C:36]3[CH:41]=[CH:40][C:39]([F:42])=[C:38]([CH3:43])[CH:37]=3)[C:32]=2[Cl:53])[C:17]=1[C:18]1[C:19]([CH3:29])=[C:20]2[C:25](=[C:26]([F:28])[CH:27]=1)[O:24][CH2:23][CH2:22][CH2:21]2)[C:7]([O:9][CH2:10][CH3:11])=[O:8])([CH3:4])([CH3:3])[CH3:2]. The yield is 0.520. (2) The reactants are [C:1]1([CH:7]2[CH2:12][NH:11][CH2:10][CH2:9][N:8]2[C:13]([O:15][CH2:16][C:17]2[CH:22]=[CH:21][CH:20]=[CH:19][CH:18]=2)=[O:14])[CH:6]=[CH:5][CH:4]=[CH:3][CH:2]=1.Br[C:24]1[CH:29]=[CH:28][CH:27]=[CH:26][CH:25]=1.CC(C)([O-])C.[Na+]. The product is [C:1]1([CH:7]2[CH2:12][N:11]([C:24]3[CH:29]=[CH:28][CH:27]=[CH:26][CH:25]=3)[CH2:10][CH2:9][N:8]2[C:13]([O:15][CH2:16][C:17]2[CH:18]=[CH:19][CH:20]=[CH:21][CH:22]=2)=[O:14])[CH:2]=[CH:3][CH:4]=[CH:5][CH:6]=1. The catalyst is C1C=CC=CC=1.C(OCC)(=O)C.C1C=CC(/C=C/C(/C=C/C2C=CC=CC=2)=O)=CC=1.C1C=CC(/C=C/C(/C=C/C2C=CC=CC=2)=O)=CC=1.C1C=CC(/C=C/C(/C=C/C2C=CC=CC=2)=O)=CC=1.[Pd].[Pd]. The yield is 0.790. (3) The reactants are CC1(C)C(C)(C)OB([C:9]2[CH:18]=[C:17]3[C:12]([CH:13]=[C:14]([NH:19][C:20]([CH:22]4[CH2:24][CH2:23]4)=[O:21])[N:15]=[CH:16]3)=[CH:11][CH:10]=2)O1.Br[C:27]1[C:34]([CH3:35])=[CH:33][CH:32]=[C:31]([F:36])[C:28]=1[CH:29]=[O:30].C(=O)([O-])[O-].[Na+].[Na+]. The catalyst is C(#N)C.C(OCC)(=O)C.CC(P(C(C)(C)C)C1C=CC(N(C)C)=CC=1)(C)C.CC(P(C(C)(C)C)C1C=CC(N(C)C)=CC=1)(C)C.Cl[Pd]Cl. The product is [F:36][C:31]1[C:28]([CH:29]=[O:30])=[C:27]([C:9]2[CH:18]=[C:17]3[C:12]([CH:13]=[C:14]([NH:19][C:20]([CH:22]4[CH2:23][CH2:24]4)=[O:21])[N:15]=[CH:16]3)=[CH:11][CH:10]=2)[C:34]([CH3:35])=[CH:33][CH:32]=1. The yield is 0.970.